From a dataset of Reaction yield outcomes from USPTO patents with 853,638 reactions. Predict the reaction yield, written as a fraction of the theoretical maximum amount of product (1.0 means a 100% yield; for example, 0.34 means a 34% yield). (1) The reactants are [Br:1][C:2]1[CH:9]=[CH:8][C:5]([CH2:6]Br)=[CH:4][CH:3]=1.[NH:10]1[CH2:15][CH2:14][CH2:13][CH2:12][CH2:11]1.C(=O)([O-])[O-].[K+].[K+]. The catalyst is C(O)C. The product is [Br:1][C:2]1[CH:9]=[CH:8][C:5]([CH2:6][N:10]2[CH2:15][CH2:14][CH2:13][CH2:12][CH2:11]2)=[CH:4][CH:3]=1. The yield is 0.860. (2) The reactants are [CH:1]12[N:7]([C:8]3[CH:9]=[CH:10][C:11]([N+:20]([O-])=O)=[C:12]([C:14]#[C:15][CH2:16][N:17]([CH3:19])[CH3:18])[CH:13]=3)[CH:4]([CH2:5][CH2:6]1)[CH2:3][CH2:2]2. The catalyst is O.[Fe]. The product is [CH:1]12[N:7]([C:8]3[CH:9]=[CH:10][C:11]([NH2:20])=[C:12]([C:14]#[C:15][CH2:16][N:17]([CH3:19])[CH3:18])[CH:13]=3)[CH:4]([CH2:5][CH2:6]1)[CH2:3][CH2:2]2. The yield is 0.480. (3) The reactants are [OH:1][C@@H:2]1CC[C@H](NC2N=C(C(OCC)=O)C([N+]([O-])=O)=C(NC3C=CC=CC=3OC)N=2)CC1.Cl[C:33]1[N:38]=[C:37]([C:39]([O:41]CC)=O)[C:36]([N+:44]([O-])=O)=[C:35]([NH:47][C:48]2[CH:53]=[CH:52][CH:51]=[CH:50][C:49]=2[O:54][CH3:55])[N:34]=1.[NH2:56][C@@H:57]1[CH2:62][CH2:61][C@H:60]([OH:63])[CH2:59][CH2:58]1.C([N:67](C(C)C)CC)(C)C.C[N:74](C)[CH:75]=[O:76]. No catalyst specified. The product is [C:75](=[O:76])([O:63][C@H:60]1[CH2:61][CH2:62][C@@H:57]([NH:56][C:33]2[N:34]=[C:35]3[C:36]([NH:44][C:2](=[O:1])[N:47]3[C:48]3[CH:53]=[CH:52][CH:51]=[CH:50][C:49]=3[O:54][CH3:55])=[C:37]([C:39](=[O:41])[NH2:67])[N:38]=2)[CH2:58][CH2:59]1)[NH2:74]. The yield is 0.930. (4) The reactants are Cl[C:2]1[C:3](=[O:24])[C:4](=[O:23])[C:5]=1[NH:6][C:7]1[CH:12]=[CH:11][CH:10]=[C:9]([C:13]([N:15]2[CH2:20][CH2:19][N:18]([CH3:21])[CH2:17][CH2:16]2)=[O:14])[C:8]=1[OH:22].[F:25][C:26]1[CH:32]=[CH:31][C:29]([NH2:30])=[CH:28][CH:27]=1. The catalyst is CS(C)=O. The product is [OH:22][C:8]1[C:9]([C:13]([N:15]2[CH2:20][CH2:19][N:18]([CH3:21])[CH2:17][CH2:16]2)=[O:14])=[CH:10][CH:11]=[CH:12][C:7]=1[NH:6][C:5]1[C:4](=[O:23])[C:3](=[O:24])[C:2]=1[NH:30][C:29]1[CH:31]=[CH:32][C:26]([F:25])=[CH:27][CH:28]=1. The yield is 0.300. (5) The reactants are [C:1]([C:3]1[CH:11]=[CH:10][CH:9]=[C:8]2[C:4]=1[CH2:5][CH2:6][C@@H:7]2[N:12]([CH2:20][C:21]([N:23]([CH3:25])[CH3:24])=[O:22])[C:13](=[O:19])[O:14][C:15]([CH3:18])([CH3:17])[CH3:16])#[N:2].Cl.[NH2:27][OH:28].C(N(CC)CC)C. The catalyst is CCO. The product is [CH3:25][N:23]([CH3:24])[C:21](=[O:22])[CH2:20][N:12]([C@@H:7]1[C:8]2[C:4](=[C:3]([C:1](=[NH:2])[NH:27][OH:28])[CH:11]=[CH:10][CH:9]=2)[CH2:5][CH2:6]1)[C:13](=[O:19])[O:14][C:15]([CH3:18])([CH3:17])[CH3:16]. The yield is 0.877. (6) The reactants are [CH2:1]([O:3][C:4]1[CH:5]=[C:6]([CH:9]=[CH:10][C:11]=1[OH:12])[CH:7]=[O:8])[CH3:2].C([O-])([O-])=O.[K+].[K+].[CH2:19]([O:21][C:22](=[O:25])[CH2:23]Br)[CH3:20].C(O)C. The catalyst is CC(C)=O. The product is [CH2:1]([O:3][C:4]1[CH:5]=[C:6]([CH:7]=[O:8])[CH:9]=[CH:10][C:11]=1[O:12][CH2:23][C:22]([O:21][CH2:19][CH3:20])=[O:25])[CH3:2]. The yield is 0.630. (7) The reactants are [NH2:1][C:2]1[C:7]([N+:8]([O-:10])=[O:9])=[C:6]([N:11]2[CH2:16][CH2:15][N:14]([C:17]([O:19]C(C)(C)C)=O)[CH2:13][CH2:12]2)[C:5]([Br:24])=[CH:4][N:3]=1.C(O)(C(F)(F)F)=O.CCN(C(C)C)C(C)C.[C:41]1([N:47]=C=O)[CH:46]=[CH:45][CH:44]=[CH:43][CH:42]=1. The catalyst is C(Cl)Cl. The product is [NH2:1][C:2]1[C:7]([N+:8]([O-:10])=[O:9])=[C:6]([N:11]2[CH2:12][CH2:13][N:14]([C:17]([NH:47][C:41]3[CH:46]=[CH:45][CH:44]=[CH:43][CH:42]=3)=[O:19])[CH2:15][CH2:16]2)[C:5]([Br:24])=[CH:4][N:3]=1. The yield is 0.840.